The task is: Predict the reactants needed to synthesize the given product.. This data is from Full USPTO retrosynthesis dataset with 1.9M reactions from patents (1976-2016). (1) The reactants are: [Cl:1][C:2]1[N:10]=[CH:9][C:8]([F:11])=[CH:7][C:3]=1[C:4](O)=[O:5].C1C=CC2N(O)N=[N:18]C=2C=1.C1N(P(Cl)(N2C(=O)OCC2)=O)C(=O)OC1.[Cl-].[NH4+].CCN(C(C)C)C(C)C. Given the product [Cl:1][C:2]1[N:10]=[CH:9][C:8]([F:11])=[CH:7][C:3]=1[C:4]([NH2:18])=[O:5], predict the reactants needed to synthesize it. (2) Given the product [NH2:18][C:14]1[CH:13]=[N:12][C:11]([C:8]2[CH:9]=[CH:10][C:5]([C:1]([CH3:4])([CH3:3])[CH3:2])=[CH:6][CH:7]=2)=[C:16]([CH3:17])[CH:15]=1, predict the reactants needed to synthesize it. The reactants are: [C:1]([C:5]1[CH:10]=[CH:9][C:8]([C:11]2[C:16]([CH3:17])=[CH:15][C:14]([N+:18]([O-])=O)=[CH:13][N:12]=2)=[CH:7][CH:6]=1)([CH3:4])([CH3:3])[CH3:2].